Dataset: Forward reaction prediction with 1.9M reactions from USPTO patents (1976-2016). Task: Predict the product of the given reaction. (1) The product is: [CH2:27]([N:24]([CH2:25][CH3:26])[C:23](=[O:29])[CH2:22][CH2:21][C:18]1[CH:19]=[CH:20][C:15]([NH:14][CH2:13][C@@H:9]2[CH2:10][CH2:11][CH2:12][NH:8]2)=[C:16]([O:30][C:31]2[CH:32]=[CH:33][C:34]([O:37][CH3:38])=[CH:35][CH:36]=2)[CH:17]=1)[CH3:28]. Given the reactants C(OC([N:8]1[CH2:12][CH2:11][CH2:10][C@H:9]1[CH2:13][NH:14][C:15]1[CH:20]=[CH:19][C:18]([CH2:21][CH2:22][C:23](=[O:29])[N:24]([CH2:27][CH3:28])[CH2:25][CH3:26])=[CH:17][C:16]=1[O:30][C:31]1[CH:36]=[CH:35][C:34]([O:37][CH3:38])=[CH:33][CH:32]=1)=O)(C)(C)C.C(O)(C(F)(F)F)=O, predict the reaction product. (2) Given the reactants Cl[CH2:2][CH2:3][N:4]1[CH:8]=[CH:7][C:6]([C:9]2[N:17]3[C:12]([CH:13]=[CH:14][CH:15]=[CH:16]3)=[CH:11][C:10]=2[C:18]([O:20][CH2:21][CH3:22])=[O:19])=[N:5]1.C([O-])([O-])=O.[K+].[K+].[OH:29][CH2:30][CH2:31][NH:32][CH2:33][CH2:34][OH:35], predict the reaction product. The product is: [OH:29][CH2:30][CH2:31][N:32]([CH2:33][CH2:34][OH:35])[CH2:2][CH2:3][N:4]1[CH:8]=[CH:7][C:6]([C:9]2[N:17]3[C:12]([CH:13]=[CH:14][CH:15]=[CH:16]3)=[CH:11][C:10]=2[C:18]([O:20][CH2:21][CH3:22])=[O:19])=[N:5]1.